This data is from Full USPTO retrosynthesis dataset with 1.9M reactions from patents (1976-2016). The task is: Predict the reactants needed to synthesize the given product. (1) Given the product [N:32]([CH2:13][C:11]1[N:10]([CH3:15])[N:9]=[C:8]([N:3]2[C:2]([CH3:1])=[CH:6][CH:5]=[C:4]2[CH3:7])[CH:12]=1)=[N+:33]=[N-:34], predict the reactants needed to synthesize it. The reactants are: [CH3:1][C:2]1[N:3]([C:8]2[CH:12]=[C:11]([CH2:13]O)[N:10]([CH3:15])[N:9]=2)[C:4]([CH3:7])=[CH:5][CH:6]=1.P([N:32]=[N+:33]=[N-:34])(=O)(OC1C=CC=CC=1)OC1C=CC=CC=1.C1(C2CCCCCCCCCC=2)CCCCCCCCNN=1.O. (2) Given the product [CH3:21][O:20][C:19]1[C:14]2[C:13]([C:30]3[CH:35]=[CH:34][CH:33]=[CH:32][CH:31]=3)=[C:12]([C:9]3[CH:8]=[CH:7][C:6]([C:2]4([NH2:1])[CH2:5][CH2:4][CH2:3]4)=[CH:11][CH:10]=3)[O:29][C:15]=2[N:16]=[C:17]([N:22]2[CH2:27][CH2:26][CH2:25][CH2:24][CH2:23]2)[N:18]=1, predict the reactants needed to synthesize it. The reactants are: [NH2:1][C:2]1([C:6]2[CH:11]=[CH:10][C:9]([C:12]3[O:29][C:15]4[N:16]=[C:17]([N:22]5[CH2:27][CH2:26][CH:25](N)[CH2:24][CH2:23]5)[N:18]=[C:19]([O:20][CH3:21])[C:14]=4[C:13]=3[C:30]3[CH:35]=[CH:34][CH:33]=[CH:32][CH:31]=3)=[CH:8][CH:7]=2)[CH2:5][CH2:4][CH2:3]1.COC1C2C(C3C=CC=CC=3)=C(C3C=CC(C4(NC(=O)OC(C)(C)C)CCC4)=CC=3)OC=2N=C(N2CCCCC2)N=1. (3) Given the product [CH3:17][N:4]1[C:5]2[N:6]=[CH:7][N:8]([CH2:12][C:13]([F:16])([F:15])[F:14])[C:9](=[O:11])[C:10]=2[C:2]([C:21]2[CH:22]=[CH:23][N:18]=[CH:19][CH:20]=2)=[CH:3]1, predict the reactants needed to synthesize it. The reactants are: I[C:2]1[C:10]2[C:9](=[O:11])[N:8]([CH2:12][C:13]([F:16])([F:15])[F:14])[CH:7]=[N:6][C:5]=2[N:4]([CH3:17])[CH:3]=1.[N:18]1[CH:23]=[CH:22][C:21](B(O)O)=[CH:20][CH:19]=1.C(=O)([O-])[O-].[Na+].[Na+]. (4) Given the product [CH:32]1([C:38]([OH:65])([C:59]2[CH:64]=[CH:63][CH:62]=[CH:61][CH:60]=2)[C:39]([O:41][CH2:42][CH:43]2[CH2:44][CH2:45][N:46]([CH2:49][CH2:50][CH2:51][CH2:52][CH2:53][CH2:54][N:73]3[CH2:74][CH2:75][C:70](=[O:69])[CH2:71][CH2:72]3)[CH2:47][CH2:48]2)=[O:40])[CH2:33][CH2:34][CH2:35][CH2:36][CH2:37]1, predict the reactants needed to synthesize it. The reactants are: C1(C(O)(C2C=CC=CC=2)C(OCC2CCN(CCCCCC=O)CC2)=O)CCCCC1.[CH:32]1([C:38]([OH:65])([C:59]2[CH:64]=[CH:63][CH:62]=[CH:61][CH:60]=2)[C:39]([O:41][CH2:42][CH:43]2[CH2:48][CH2:47][N:46]([CH2:49][CH2:50][CH2:51][CH2:52][CH2:53][CH:54]3OCCO3)[CH2:45][CH2:44]2)=[O:40])[CH2:37][CH2:36][CH2:35][CH2:34][CH2:33]1.O1[C:70]2([CH2:75][CH2:74][NH:73][CH2:72][CH2:71]2)[O:69]CC1.C(O[BH-](OC(=O)C)OC(=O)C)(=O)C.[Na+]. (5) Given the product [F:1][C:2]1[C:3]([NH:17][C:18]([NH:38][C:36]2[N:35]=[CH:34][N:33]=[C:32]3[NH:31][N:30]=[C:29]([O:28][CH3:27])[C:37]=23)=[O:26])=[C:4]([F:16])[CH:5]=[CH:6][C:7]=1[N:8]([CH3:15])[S:9]([CH2:12][CH2:13][CH3:14])(=[O:10])=[O:11], predict the reactants needed to synthesize it. The reactants are: [F:1][C:2]1[C:7]([N:8]([CH3:15])[S:9]([CH2:12][CH2:13][CH3:14])(=[O:11])=[O:10])=[CH:6][CH:5]=[C:4]([F:16])[C:3]=1[NH:17][C:18](=[O:26])OC1C=CC=CC=1.[CH3:27][O:28][C:29]1[C:37]2[C:32](=[N:33][CH:34]=[N:35][C:36]=2[NH2:38])[NH:31][N:30]=1.C(N(CC)CC)C.O. (6) Given the product [Si:15]([O:14][CH2:13][CH2:12][C:6]1[N:7]([CH3:11])[C:8]2[C:4]([CH:5]=1)=[CH:3][C:2]([C:30](=[O:34])[CH2:31][CH2:32][CH3:33])=[CH:10][CH:9]=2)([C:18]([CH3:21])([CH3:20])[CH3:19])([CH3:17])[CH3:16], predict the reactants needed to synthesize it. The reactants are: Br[C:2]1[CH:3]=[C:4]2[C:8](=[CH:9][CH:10]=1)[N:7]([CH3:11])[C:6]([CH2:12][CH2:13][O:14][Si:15]([C:18]([CH3:21])([CH3:20])[CH3:19])([CH3:17])[CH3:16])=[CH:5]2.[Li]CCCC.CON(C)[C:30](=[O:34])[CH2:31][CH2:32][CH3:33]. (7) Given the product [Br:1][C:2]1[CH:3]=[C:4]2[C:9](=[CH:10][CH:11]=1)[N:8]=[CH:7][C:6]([N:17]1[CH2:18][CH2:19][O:15][C:16]1=[O:20])=[C:5]2[O:13][CH3:14], predict the reactants needed to synthesize it. The reactants are: [Br:1][C:2]1[CH:3]=[C:4]2[C:9](=[CH:10][CH:11]=1)[N:8]=[CH:7][C:6](I)=[C:5]2[O:13][CH3:14].[O:15]1[CH2:19][CH2:18][NH:17][C:16]1=[O:20].P([O-])([O-])([O-])=O.[K+].[K+].[K+].CNC(NC)C. (8) Given the product [C:44]([NH:43][C:36]1[NH:37][C:38](=[O:42])[C:39]2[N:40]=[CH:41][N:33]([C@@H:11]3[O:12][C@H:13]([CH2:16][CH:17]([P:25](=[O:26])([OH:27])[OH:30])[S:18][C:19]4[CH:20]=[CH:21][CH:22]=[CH:23][CH:24]=4)[C@@H:14]([F:15])[C@H:10]3[O:9][C:1](=[O:8])[C:2]3[CH:3]=[CH:4][CH:5]=[CH:6][CH:7]=3)[C:34]=2[N:35]=1)(=[O:46])[CH3:45], predict the reactants needed to synthesize it. The reactants are: [C:1]([O:9][C@@H:10]1[C@H:14]([F:15])[C@@H:13]([CH2:16][CH:17]([P:25]([O:30]CC)([O:27]CC)=[O:26])[S:18][C:19]2[CH:24]=[CH:23][CH:22]=[CH:21][CH:20]=2)[O:12][C@H:11]1[N:33]1[CH:41]=[N:40][C:39]2[C:38](=[O:42])[NH:37][C:36]([NH:43][C:44](=[O:46])[CH3:45])=[N:35][C:34]1=2)(=[O:8])[C:2]1[CH:7]=[CH:6][CH:5]=[CH:4][CH:3]=1.C(NC1NC(=O)C2N=CN(C3OC(C=CP(O)(O)=O)C(OC(=O)C4C=CC=CC=4)C3OC)C=2N=1)(=O)C(C)C.